This data is from Reaction yield outcomes from USPTO patents with 853,638 reactions. The task is: Predict the reaction yield, written as a fraction of the theoretical maximum amount of product (1.0 means a 100% yield; for example, 0.34 means a 34% yield). (1) The reactants are N1C(C)=CC=CC=1C.[CH2:9]([C:11]([C:30]1[CH:35]=[CH:34][C:33]([C:36]#[C:37][C:38]2([OH:44])[CH2:43][CH2:42][CH2:41][CH2:40][CH2:39]2)=[C:32]([CH3:45])[CH:31]=1)([C:14]1[CH:19]=[CH:18][C:17](B2OC(C)(C)C(C)(C)O2)=[C:16](C)[CH:15]=1)[CH2:12][CH3:13])[CH3:10].O([Si](C)(C)C)S(C(F)(F)F)(=O)=O.[C:58](=[O:61])(O)[O-].[Na+]. The catalyst is ClCCl. The product is [CH2:9]([C:11]([C:14]1[CH:19]=[CH:18][C:58]([OH:61])=[C:16]([CH3:17])[CH:15]=1)([C:30]1[CH:35]=[CH:34][C:33]([C:36]#[C:37][C:38]2([OH:44])[CH2:43][CH2:42][CH2:41][CH2:40][CH2:39]2)=[C:32]([CH3:45])[CH:31]=1)[CH2:12][CH3:13])[CH3:10]. The yield is 0.930. (2) The reactants are Br[C:2]1[N:7]=[C:6]([CH3:8])[C:5]([N+:9]([O-:11])=[O:10])=[CH:4][CH:3]=1.[CH3:12][S:13]([O-:15])=[O:14].[Na+]. The catalyst is CS(C)=O. The product is [CH3:8][C:6]1[C:5]([N+:9]([O-:11])=[O:10])=[CH:4][CH:3]=[C:2]([S:13]([CH3:12])(=[O:15])=[O:14])[N:7]=1. The yield is 0.870.